Dataset: Reaction yield outcomes from USPTO patents with 853,638 reactions. Task: Predict the reaction yield, written as a fraction of the theoretical maximum amount of product (1.0 means a 100% yield; for example, 0.34 means a 34% yield). (1) The yield is 0.630. The catalyst is COCCOC.O.C1C=CC(P(C2C=CC=CC=2)[C-]2C=CC=C2)=CC=1.C1C=CC(P(C2C=CC=CC=2)[C-]2C=CC=C2)=CC=1.Cl[Pd]Cl.[Fe+2].C(Cl)Cl. The reactants are Cl[C:2]1[CH:3]=[C:4]([C:14]([NH:16][CH2:17][C:18]2[C:19](=[O:26])[NH:20][C:21]([CH3:25])=[CH:22][C:23]=2[CH3:24])=[O:15])[C:5]2[CH:10]=[N:9][N:8]([CH:11]([CH3:13])[CH3:12])[C:6]=2[N:7]=1.[C:27]([NH:30][C:31]1[CH:32]=[C:33](B(O)O)[CH:34]=[CH:35][CH:36]=1)(=[O:29])[CH3:28].C(=O)(O)[O-].[Na+].O. The product is [C:27]([NH:30][C:31]1[CH:36]=[C:35]([C:2]2[CH:3]=[C:4]([C:14]([NH:16][CH2:17][C:18]3[C:19](=[O:26])[NH:20][C:21]([CH3:25])=[CH:22][C:23]=3[CH3:24])=[O:15])[C:5]3[CH:10]=[N:9][N:8]([CH:11]([CH3:13])[CH3:12])[C:6]=3[N:7]=2)[CH:34]=[CH:33][CH:32]=1)(=[O:29])[CH3:28]. (2) The reactants are [C:1]1([C:22]2[CH:27]=[CH:26][CH:25]=[CH:24][CH:23]=2)[CH:6]=[CH:5][C:4]([S:7]([NH:10][C:11]2[CH:16]=[CH:15][C:14]([CH:17]=[CH:18][C:19](O)=[O:20])=[CH:13][CH:12]=2)(=[O:9])=[O:8])=[CH:3][CH:2]=1.[Cl:28]CCl. The catalyst is CN(C)C=O. The product is [C:1]1([C:22]2[CH:27]=[CH:26][CH:25]=[CH:24][CH:23]=2)[CH:6]=[CH:5][C:4]([S:7]([NH:10][C:11]2[CH:16]=[CH:15][C:14]([CH:17]=[CH:18][C:19]([Cl:28])=[O:20])=[CH:13][CH:12]=2)(=[O:9])=[O:8])=[CH:3][CH:2]=1. The yield is 0.980. (3) The reactants are [CH2:1]([O:8][CH2:9][C@H:10]([CH:24]([CH3:26])[CH3:25])[CH2:11][C@H:12]([NH:16][C:17](=[O:23])[O:18][C:19]([CH3:22])([CH3:21])[CH3:20])[C@@H:13]1[CH2:15][O:14]1)[C:2]1[CH:7]=[CH:6][CH:5]=[CH:4][CH:3]=1.[NH4+:27].[OH-]. The catalyst is CO. The product is [NH2:27][CH2:15][C@H:13]([OH:14])[C@@H:12]([NH:16][C:17](=[O:23])[O:18][C:19]([CH3:22])([CH3:21])[CH3:20])[CH2:11][C@H:10]([CH2:9][O:8][CH2:1][C:2]1[CH:7]=[CH:6][CH:5]=[CH:4][CH:3]=1)[CH:24]([CH3:26])[CH3:25]. The yield is 0.973. (4) The reactants are Br[CH:2]([C:23]1[CH:28]=[CH:27][CH:26]=[CH:25][CH:24]=1)[C:3]([C:5]1[CH:10]=[CH:9][C:8]([C:11]2([NH:15][C:16](=[O:22])[O:17][C:18]([CH3:21])([CH3:20])[CH3:19])[CH2:14][CH2:13][CH2:12]2)=[CH:7][CH:6]=1)=O.[NH2:29][C:30]1[N:31]=[N:32][C:33]([O:36][CH3:37])=[CH:34][CH:35]=1.C(N(CC)C(C)C)(C)C. The catalyst is C(O)(C)C. The product is [C:23]1([C:2]2[N:31]3[N:32]=[C:33]([O:36][CH3:37])[CH:34]=[CH:35][C:30]3=[N:29][C:3]=2[C:5]2[CH:6]=[CH:7][C:8]([C:11]3([NH:15][C:16](=[O:22])[O:17][C:18]([CH3:19])([CH3:21])[CH3:20])[CH2:12][CH2:13][CH2:14]3)=[CH:9][CH:10]=2)[CH:28]=[CH:27][CH:26]=[CH:25][CH:24]=1. The yield is 0.780. (5) The reactants are F[C:2]1[CH:7]=[CH:6][N:5]=[C:4]([C:8]2[CH:13]=[C:12]([N:14]3[CH2:19][CH2:18][CH2:17][CH2:16][CH2:15]3)[CH:11]=[CH:10][C:9]=2[N+:20]([O-:22])=[O:21])[CH:3]=1.[F:23][C:24]([F:34])([F:33])[C:25]1[CH:26]=[C:27]([CH:30]=[CH:31][CH:32]=1)[CH2:28][NH2:29].C(=O)([O-])[O-].[K+].[K+]. The catalyst is CN(C)C=O.O. The product is [N+:20]([C:9]1[CH:10]=[CH:11][C:12]([N:14]2[CH2:19][CH2:18][CH2:17][CH2:16][CH2:15]2)=[CH:13][C:8]=1[C:4]1[CH:3]=[C:2]([NH:29][CH2:28][C:27]2[CH:30]=[CH:31][CH:32]=[C:25]([C:24]([F:23])([F:33])[F:34])[CH:26]=2)[CH:7]=[CH:6][N:5]=1)([O-:22])=[O:21]. The yield is 0.660. (6) The reactants are [H-].[Na+].[Cl:3][C:4]1[CH:9]=[C:8]([NH2:10])[C:7]([I:11])=[CH:6][N:5]=1.Br[CH2:13][CH:14]1[CH2:19][CH2:18][N:17]([C:20]([O:22][C:23]([CH3:26])([CH3:25])[CH3:24])=[O:21])[CH2:16][CH2:15]1.O. The catalyst is CN(C=O)C. The product is [Cl:3][C:4]1[CH:9]=[C:8]([NH:10][CH2:13][CH:14]2[CH2:19][CH2:18][N:17]([C:20]([O:22][C:23]([CH3:24])([CH3:26])[CH3:25])=[O:21])[CH2:16][CH2:15]2)[C:7]([I:11])=[CH:6][N:5]=1. The yield is 0.460. (7) The reactants are O(CCCCCCC=O)C1C=CC=CC=1.C([O:18][C:19](=O)[CH2:20][CH2:21][CH2:22][CH2:23][CH2:24][CH2:25][O:26][C:27]1[CH:32]=[CH:31][C:30]([O:33][CH2:34][C:35]2[CH:40]=[CH:39][CH:38]=[CH:37][CH:36]=2)=[CH:29][CH:28]=1)C.[H-].C([Al+]CC(C)C)C(C)C. The catalyst is C1COCC1. The product is [CH2:34]([O:33][C:30]1[CH:29]=[CH:28][C:27]([O:26][CH2:25][CH2:24][CH2:23][CH2:22][CH2:21][CH2:20][CH:19]=[O:18])=[CH:32][CH:31]=1)[C:35]1[CH:36]=[CH:37][CH:38]=[CH:39][CH:40]=1. The yield is 0.630. (8) The reactants are Cl[C:2]1[CH:3]=[C:4]([C:14]([NH:16][CH2:17][C:18]2[C:19](=[O:26])[NH:20][C:21]([CH3:25])=[CH:22][C:23]=2[CH3:24])=[O:15])[C:5]2[CH:10]=[N:9][N:8]([CH:11]([CH3:13])[CH3:12])[C:6]=2[N:7]=1.[CH3:27][N:28]([CH3:41])[S:29]([C:32]1[CH:37]=[CH:36][C:35](B(O)O)=[CH:34][CH:33]=1)(=[O:31])=[O:30].C(=O)(O)[O-].[Na+].O. The catalyst is COCCOC.O.C1C=CC(P(C2C=CC=CC=2)[C-]2C=CC=C2)=CC=1.C1C=CC(P(C2C=CC=CC=2)[C-]2C=CC=C2)=CC=1.Cl[Pd]Cl.[Fe+2].C(Cl)Cl. The product is [CH3:27][N:28]([CH3:41])[S:29]([C:32]1[CH:33]=[CH:34][C:35]([C:2]2[CH:3]=[C:4]([C:14]([NH:16][CH2:17][C:18]3[C:19](=[O:26])[NH:20][C:21]([CH3:25])=[CH:22][C:23]=3[CH3:24])=[O:15])[C:5]3[CH:10]=[N:9][N:8]([CH:11]([CH3:13])[CH3:12])[C:6]=3[N:7]=2)=[CH:36][CH:37]=1)(=[O:30])=[O:31]. The yield is 0.570. (9) The reactants are [CH3:1][CH2:2][NH:3][C:4]([C@H:6]1[N:10]([C:11]([C@@H:13]([NH:21][C:22]([C@@H:24]([NH:29][C:30]([C@H:32]([NH:37][C:38]([C@@H:40]([NH:49][C:50]([C@@H:52]([NH:55][C:56]([C@@H:58]([NH:69][C:70]([C@@H:72]([NH:79][C:80]([C@H:82]2[NH:87][C:85](=[O:86])[CH2:84][CH2:83]2)=[O:81])[CH2:73][C:74]2[N:78]=[CH:77][NH:76][CH:75]=2)=[O:71])[CH2:59][C:60]2[C:64]3[CH:65]=[CH:66][CH:67]=[CH:68][C:63]=3[NH:62][CH:61]=2)=[O:57])[CH2:53][OH:54])=[O:51])[CH2:41][C:42]2[CH:43]=[CH:44][C:45]([OH:48])=[CH:46][CH:47]=2)=[O:39])[CH2:33][CH:34]([CH3:36])[CH3:35])=[O:31])[CH2:25][CH:26]([CH3:28])[CH3:27])=[O:23])[CH2:14][CH2:15][CH2:16][NH:17][C:18]([NH2:20])=[NH:19])=[O:12])[CH2:9][CH2:8][CH2:7]1)=[O:5].CC(O)=O. The catalyst is C(Cl)Cl.C(O)C1C=CC=CC=1. The product is [CH3:1][CH2:2][NH:3][C:4]([C@H:6]1[N:10]([C:11]([C@@H:13]([NH:21][C:22]([C@@H:24]([NH:29][C:30]([C@H:32]([NH:37][C:38]([C@@H:40]([NH:49][C:50]([C@@H:52]([NH:55][C:56]([C@@H:58]([NH:69][C:70]([C@@H:72]([NH:79][C:80]([C@H:82]2[NH:87][C:85](=[O:86])[CH2:84][CH2:83]2)=[O:81])[CH2:73][C:74]2[N:78]=[CH:77][NH:76][CH:75]=2)=[O:71])[CH2:59][C:60]2[C:64]3[CH:65]=[CH:66][CH:67]=[CH:68][C:63]=3[NH:62][CH:61]=2)=[O:57])[CH2:53][OH:54])=[O:51])[CH2:41][C:42]2[CH:47]=[CH:46][C:45]([OH:48])=[CH:44][CH:43]=2)=[O:39])[CH2:33][CH:34]([CH3:36])[CH3:35])=[O:31])[CH2:25][CH:26]([CH3:28])[CH3:27])=[O:23])[CH2:14][CH2:15][CH2:16][NH:17][C:18]([NH2:20])=[NH:19])=[O:12])[CH2:9][CH2:8][CH2:7]1)=[O:5]. The yield is 0.700.